From a dataset of NCI-60 drug combinations with 297,098 pairs across 59 cell lines. Regression. Given two drug SMILES strings and cell line genomic features, predict the synergy score measuring deviation from expected non-interaction effect. (1) Drug 1: C1=CC(=CC=C1C#N)C(C2=CC=C(C=C2)C#N)N3C=NC=N3. Drug 2: CC1C(C(CC(O1)OC2CC(OC(C2O)C)OC3=CC4=CC5=C(C(=O)C(C(C5)C(C(=O)C(C(C)O)O)OC)OC6CC(C(C(O6)C)O)OC7CC(C(C(O7)C)O)OC8CC(C(C(O8)C)O)(C)O)C(=C4C(=C3C)O)O)O)O. Cell line: NCI/ADR-RES. Synergy scores: CSS=2.23, Synergy_ZIP=-0.576, Synergy_Bliss=-0.0745, Synergy_Loewe=-2.46, Synergy_HSA=-3.29. (2) Drug 1: CC1=C(C=C(C=C1)NC2=NC=CC(=N2)N(C)C3=CC4=NN(C(=C4C=C3)C)C)S(=O)(=O)N.Cl. Drug 2: CCC1(CC2CC(C3=C(CCN(C2)C1)C4=CC=CC=C4N3)(C5=C(C=C6C(=C5)C78CCN9C7C(C=CC9)(C(C(C8N6C=O)(C(=O)OC)O)OC(=O)C)CC)OC)C(=O)OC)O.OS(=O)(=O)O. Cell line: NCI-H522. Synergy scores: CSS=56.4, Synergy_ZIP=14.8, Synergy_Bliss=12.5, Synergy_Loewe=-35.2, Synergy_HSA=12.7. (3) Drug 1: CCCS(=O)(=O)NC1=C(C(=C(C=C1)F)C(=O)C2=CNC3=C2C=C(C=N3)C4=CC=C(C=C4)Cl)F. Drug 2: CC1OCC2C(O1)C(C(C(O2)OC3C4COC(=O)C4C(C5=CC6=C(C=C35)OCO6)C7=CC(=C(C(=C7)OC)O)OC)O)O. Cell line: CCRF-CEM. Synergy scores: CSS=27.4, Synergy_ZIP=-1.10, Synergy_Bliss=-6.12, Synergy_Loewe=-31.4, Synergy_HSA=-7.16. (4) Drug 1: CC1C(C(CC(O1)OC2CC(CC3=C2C(=C4C(=C3O)C(=O)C5=C(C4=O)C(=CC=C5)OC)O)(C(=O)C)O)N)O.Cl. Drug 2: C1=CC(=CC=C1CC(C(=O)O)N)N(CCCl)CCCl.Cl. Cell line: SK-MEL-5. Synergy scores: CSS=16.8, Synergy_ZIP=-2.85, Synergy_Bliss=6.39, Synergy_Loewe=-12.9, Synergy_HSA=2.00.